Dataset: Full USPTO retrosynthesis dataset with 1.9M reactions from patents (1976-2016). Task: Predict the reactants needed to synthesize the given product. (1) The reactants are: [OH:1][CH2:2][C:3]([NH:5][NH2:6])=[O:4].[F:7][C:8]1[CH:9]=[C:10]2[C:15](=[C:16]([F:18])[CH:17]=1)[N:14]=[C:13]([NH2:19])[N:12]=[C:11]2N1C=NC=N1. Given the product [NH2:19][C:13]1[N:12]=[C:11]([NH:6][NH:5][C:3](=[O:4])[CH2:2][OH:1])[C:10]2[C:15](=[C:16]([F:18])[CH:17]=[C:8]([F:7])[CH:9]=2)[N:14]=1, predict the reactants needed to synthesize it. (2) Given the product [O:1]1[CH2:5][CH2:4][CH:3]([CH2:6][C:7]2[N:12]=[C:11]([NH2:13])[CH:10]=[CH:9][CH:8]=2)[CH2:2]1, predict the reactants needed to synthesize it. The reactants are: [O:1]1[CH2:5][CH2:4][CH:3]([CH2:6][C:7]2[N:12]=[C:11]([NH:13]C(=O)C(C)(C)C)[CH:10]=[CH:9][CH:8]=2)[CH2:2]1.[OH-].[K+]. (3) The reactants are: Cl[C:2]1[N:7]=[C:6]([NH:8][C@@H:9]2[CH2:14][CH2:13][CH2:12][N:11]([C:15](=[O:18])[CH:16]=[CH2:17])[CH2:10]2)[C:5]([F:19])=[CH:4][N:3]=1.C([O-])([O-])=O.[Cs+].[Cs+].[CH:26]1([N:30]2[CH2:39][CH2:38][C:37]3[C:32](=[CH:33][C:34]([NH2:40])=[CH:35][CH:36]=3)[CH2:31]2)[CH2:29][CH2:28][CH2:27]1.CN(C1C(C2C(P(C3CCCCC3)C3CCCCC3)=CC=CC=2)=CC=CC=1)C. Given the product [CH:26]1([N:30]2[CH2:39][CH2:38][C:37]3[C:32](=[CH:33][C:34]([NH:40][C:2]4[N:7]=[C:6]([NH:8][C@@H:9]5[CH2:14][CH2:13][CH2:12][N:11]([C:15](=[O:18])[CH:16]=[CH2:17])[CH2:10]5)[C:5]([F:19])=[CH:4][N:3]=4)=[CH:35][CH:36]=3)[CH2:31]2)[CH2:29][CH2:28][CH2:27]1, predict the reactants needed to synthesize it.